Dataset: Full USPTO retrosynthesis dataset with 1.9M reactions from patents (1976-2016). Task: Predict the reactants needed to synthesize the given product. (1) Given the product [Br:1][C:2]1[CH:3]=[CH:4][C:5]2[C:11]3[S:12][C:13]([C:15]([NH:19][C:20]4[CH:30]=[CH:29][C:23]([C:24](=[O:25])[N:26]([CH3:27])[CH3:28])=[CH:22][C:21]=4[Cl:31])=[O:17])=[CH:14][C:10]=3[CH2:9][CH2:8][O:7][C:6]=2[CH:18]=1, predict the reactants needed to synthesize it. The reactants are: [Br:1][C:2]1[CH:3]=[CH:4][C:5]2[C:11]3[S:12][C:13]([C:15]([OH:17])=O)=[CH:14][C:10]=3[CH2:9][CH2:8][O:7][C:6]=2[CH:18]=1.[NH2:19][C:20]1[CH:30]=[CH:29][C:23]([C:24]([N:26]([CH3:28])[CH3:27])=[O:25])=[CH:22][C:21]=1[Cl:31].N1C=CC=CC=1. (2) Given the product [CH3:1][C:2]1[CH:9]=[C:8]([CH2:10][CH2:11][CH2:12][CH2:13][CH2:14][CH2:15][CH2:16][CH2:17][CH3:18])[CH:7]=[C:4]([CH:5]=[N:25][OH:26])[C:3]=1[OH:19], predict the reactants needed to synthesize it. The reactants are: [CH3:1][C:2]1[CH:9]=[C:8]([CH2:10][CH2:11][CH2:12][CH2:13][CH2:14][CH2:15][CH2:16][CH2:17][CH3:18])[CH:7]=[C:4]([CH:5]=O)[C:3]=1[OH:19].S(O)(O)(=O)=O.[NH2:25][OH:26].C([O-])(=O)C.[Na+]. (3) The reactants are: [C:1]([O:5][C:6]([N:8]1[C:16]2[C:11](=[C:12]([O:17][CH2:18][O:19][CH3:20])[CH:13]=[CH:14][CH:15]=2)[CH:10]([CH2:21][OH:22])[CH2:9]1)=[O:7])([CH3:4])([CH3:3])[CH3:2].CCN(CC)CC.[CH3:30][S:31](Cl)(=[O:33])=[O:32]. Given the product [C:1]([O:5][C:6]([N:8]1[C:16]2[C:11](=[C:12]([O:17][CH2:18][O:19][CH3:20])[CH:13]=[CH:14][CH:15]=2)[CH:10]([CH2:21][O:22][S:31]([CH3:30])(=[O:33])=[O:32])[CH2:9]1)=[O:7])([CH3:4])([CH3:3])[CH3:2], predict the reactants needed to synthesize it. (4) The reactants are: O[CH2:2][CH:3]1[N:8]([CH3:9])[CH2:7][CH2:6][N:5]([C:10]([O:12][CH2:13][C:14]2[CH:19]=[CH:18][CH:17]=[CH:16][CH:15]=2)=[O:11])[CH2:4]1.CCN(S(F)(F)[F:26])CC.O.[OH-].[Na+]. Given the product [F:26][CH2:2][CH:3]1[N:8]([CH3:9])[CH2:7][CH2:6][N:5]([C:10]([O:12][CH2:13][C:14]2[CH:19]=[CH:18][CH:17]=[CH:16][CH:15]=2)=[O:11])[CH2:4]1, predict the reactants needed to synthesize it. (5) The reactants are: [CH3:1][C:2]1([CH3:36])[CH2:11][CH2:10][C:9]([CH3:13])([CH3:12])[C:8]2[CH:7]=[C:6]([Se:14][C:15]#[C:16][C:17]3[CH:26]=[CH:25][C:20]([C:21]([O:23]C)=[O:22])=[CH:19][CH:18]=3)[CH:5]=[C:4]([O:27][CH2:28][C:29]3[CH:34]=[CH:33][C:32]([CH3:35])=[CH:31][CH:30]=3)[C:3]1=2.[OH-].[Na+]. Given the product [CH3:1][C:2]1([CH3:36])[CH2:11][CH2:10][C:9]([CH3:12])([CH3:13])[C:8]2[CH:7]=[C:6]([Se:14][C:15]#[C:16][C:17]3[CH:26]=[CH:25][C:20]([C:21]([OH:23])=[O:22])=[CH:19][CH:18]=3)[CH:5]=[C:4]([O:27][CH2:28][C:29]3[CH:34]=[CH:33][C:32]([CH3:35])=[CH:31][CH:30]=3)[C:3]1=2, predict the reactants needed to synthesize it. (6) Given the product [Br:1][C:2]1[CH:3]=[C:4]([CH2:5][S:6]([CH2:7][C@@H:8]([CH3:12])[C:9]([OH:11])=[O:10])(=[O:17])=[O:23])[CH:13]=[C:14]([CH3:16])[CH:15]=1, predict the reactants needed to synthesize it. The reactants are: [Br:1][C:2]1[CH:3]=[C:4]([CH:13]=[C:14]([CH3:16])[CH:15]=1)[CH2:5][S:6][CH2:7][C@@H:8]([CH3:12])[C:9]([OH:11])=[O:10].[OH:17]OS([O-])=O.[K+].[OH2:23].